Dataset: Forward reaction prediction with 1.9M reactions from USPTO patents (1976-2016). Task: Predict the product of the given reaction. The product is: [F:13][C:9]1[CH:8]=[C:7]([CH:6]2[CH2:2][CH2:3][CH2:4][NH:5]2)[CH:12]=[CH:11][CH:10]=1. Given the reactants Cl[CH2:2][CH2:3][CH2:4][N:5]=[CH:6][C:7]1[CH:12]=[CH:11][CH:10]=[C:9]([F:13])[CH:8]=1.[Li].C(C1C=CC(C2C=CC(C(C)(C)C)=CC=2)=CC=1)(C)(C)C, predict the reaction product.